This data is from Full USPTO retrosynthesis dataset with 1.9M reactions from patents (1976-2016). The task is: Predict the reactants needed to synthesize the given product. (1) Given the product [Cl:27][C:13]1[C:12](=[O:28])[N:11]([C:7]2[C:6]([F:29])=[CH:5][C:4]([CH2:3][NH:2][C:42]([C:40]3[N:39]=[CH:38][NH:37][CH:41]=3)=[O:43])=[CH:9][C:8]=2[F:10])[CH:16]=[CH:15][C:14]=1[O:17][CH2:18][C:19]1[CH:24]=[CH:23][C:22]([F:25])=[CH:21][C:20]=1[F:26], predict the reactants needed to synthesize it. The reactants are: Cl.[NH2:2][CH2:3][C:4]1[CH:9]=[C:8]([F:10])[C:7]([N:11]2[CH:16]=[CH:15][C:14]([O:17][CH2:18][C:19]3[CH:24]=[CH:23][C:22]([F:25])=[CH:21][C:20]=3[F:26])=[C:13]([Cl:27])[C:12]2=[O:28])=[C:6]([F:29])[CH:5]=1.C(N(CC)CC)C.[NH:37]1[CH:41]=[C:40]([C:42](O)=[O:43])[N:39]=[CH:38]1.O.ON1C2C=CC=CC=2N=N1.Cl.CN(C)CCCN=C=NCC. (2) Given the product [NH2:15][C:16]1[C:21]([S:22]([N:4]2[CH2:5][CH2:6][C:2]([NH:7][C:8](=[O:14])[O:9][C:10]([CH3:13])([CH3:12])[CH3:11])([CH3:1])[CH2:3]2)(=[O:24])=[O:23])=[CH:20][C:19]([Br:39])=[CH:18][N:17]=1, predict the reactants needed to synthesize it. The reactants are: [CH3:1][C:2]1([NH:7][C:8](=[O:14])[O:9][C:10]([CH3:13])([CH3:12])[CH3:11])[CH2:6][CH2:5][NH:4][CH2:3]1.[NH2:15][C:16]1[C:21]([S:22](N2C[C@@H]3C[C@H]2CN3C(OC(C)(C)C)=O)(=[O:24])=[O:23])=[CH:20][C:19]([Br:39])=[CH:18][N:17]=1.[C@H]12C[C@H](NC1)CN2C(OC(C)(C)C)=O. (3) Given the product [NH2:1][C:2]1[C:3]([C:9]([NH:14][NH2:15])=[O:11])=[N:4][C:5]([Br:8])=[CH:6][N:7]=1, predict the reactants needed to synthesize it. The reactants are: [NH2:1][C:2]1[C:3]([C:9]([O:11]C)=O)=[N:4][C:5]([Br:8])=[CH:6][N:7]=1.O.[NH2:14][NH2:15].O. (4) Given the product [I-:20].[CH3:19][N+:12]1([CH2:11][CH2:10][S:7]([CH2:6][C:5]2[CH:4]=[CH:3][C:2]([CH3:1])=[CH:18][CH:17]=2)(=[O:8])=[O:9])[CH2:13][CH2:14][CH2:15][CH2:16]1, predict the reactants needed to synthesize it. The reactants are: [CH3:1][C:2]1[CH:18]=[CH:17][C:5]([CH2:6][S:7]([CH2:10][CH2:11][N:12]2[CH2:16][CH2:15][CH2:14][CH2:13]2)(=[O:9])=[O:8])=[CH:4][CH:3]=1.[CH3:19][I:20]. (5) Given the product [CH2:1]([N:4]1[CH2:9][CH:8]2[CH:6]([C:7]2([C:10]2[CH:15]=[CH:14][CH:13]=[C:12]([NH2:16])[CH:11]=2)[CH3:19])[C:5]1=[O:20])[CH:2]=[CH2:3], predict the reactants needed to synthesize it. The reactants are: [CH2:1]([N:4]1[CH2:9][CH:8]2[CH:6]([C:7]2([CH3:19])[C:10]2[CH:15]=[CH:14][CH:13]=[C:12]([N+:16]([O-])=O)[CH:11]=2)[C:5]1=[O:20])[CH:2]=[CH2:3].[Cl-].[Ca+2].[Cl-].